This data is from Full USPTO retrosynthesis dataset with 1.9M reactions from patents (1976-2016). The task is: Predict the reactants needed to synthesize the given product. Given the product [Cl:1][C:2]1[N:7]=[C:6]([N:17]2[CH2:16][C@@H:15]3[CH2:20][C@H:18]2[CH2:19][N:14]3[CH3:13])[C:5]([F:9])=[C:4]([NH:30][NH2:31])[N:3]=1, predict the reactants needed to synthesize it. The reactants are: [Cl:1][C:2]1[N:7]=[C:6](Cl)[C:5]([F:9])=[C:4](Cl)[N:3]=1.Br.Br.[CH3:13][N:14]1[CH2:19][C@@H:18]2[CH2:20][C@H:15]1[CH2:16][NH:17]2.CCN(C(C)C)C(C)C.[NH2:30][NH2:31].